Dataset: NCI-60 drug combinations with 297,098 pairs across 59 cell lines. Task: Regression. Given two drug SMILES strings and cell line genomic features, predict the synergy score measuring deviation from expected non-interaction effect. (1) Drug 2: CCN(CC)CCCC(C)NC1=C2C=C(C=CC2=NC3=C1C=CC(=C3)Cl)OC. Drug 1: C1=CC(=CC=C1C#N)C(C2=CC=C(C=C2)C#N)N3C=NC=N3. Synergy scores: CSS=39.2, Synergy_ZIP=-0.0917, Synergy_Bliss=-1.27, Synergy_Loewe=-2.52, Synergy_HSA=-0.597. Cell line: SW-620. (2) Drug 1: CS(=O)(=O)OCCCCOS(=O)(=O)C. Drug 2: CCC1(C2=C(COC1=O)C(=O)N3CC4=CC5=C(C=CC(=C5CN(C)C)O)N=C4C3=C2)O.Cl. Cell line: SK-MEL-28. Synergy scores: CSS=22.4, Synergy_ZIP=-6.15, Synergy_Bliss=-5.32, Synergy_Loewe=-14.0, Synergy_HSA=-5.59. (3) Drug 1: CC1C(C(CC(O1)OC2CC(OC(C2O)C)OC3=CC4=CC5=C(C(=O)C(C(C5)C(C(=O)C(C(C)O)O)OC)OC6CC(C(C(O6)C)O)OC7CC(C(C(O7)C)O)OC8CC(C(C(O8)C)O)(C)O)C(=C4C(=C3C)O)O)O)O. Drug 2: C1CCC(C(C1)N)N.C(=O)(C(=O)[O-])[O-].[Pt+4]. Cell line: MCF7. Synergy scores: CSS=33.0, Synergy_ZIP=-8.58, Synergy_Bliss=-4.40, Synergy_Loewe=-2.54, Synergy_HSA=-0.623. (4) Drug 1: CS(=O)(=O)C1=CC(=C(C=C1)C(=O)NC2=CC(=C(C=C2)Cl)C3=CC=CC=N3)Cl. Drug 2: CN(C(=O)NC(C=O)C(C(C(CO)O)O)O)N=O. Cell line: BT-549. Synergy scores: CSS=-2.02, Synergy_ZIP=4.52, Synergy_Bliss=-4.32, Synergy_Loewe=-6.59, Synergy_HSA=-5.08. (5) Drug 1: C1=NNC2=C1C(=O)NC=N2. Drug 2: B(C(CC(C)C)NC(=O)C(CC1=CC=CC=C1)NC(=O)C2=NC=CN=C2)(O)O. Cell line: HOP-92. Synergy scores: CSS=38.6, Synergy_ZIP=2.17, Synergy_Bliss=2.66, Synergy_Loewe=-46.1, Synergy_HSA=-6.02. (6) Drug 1: CC1=CC=C(C=C1)C2=CC(=NN2C3=CC=C(C=C3)S(=O)(=O)N)C(F)(F)F. Drug 2: COCCOC1=C(C=C2C(=C1)C(=NC=N2)NC3=CC=CC(=C3)C#C)OCCOC.Cl. Cell line: RPMI-8226. Synergy scores: CSS=-4.63, Synergy_ZIP=2.05, Synergy_Bliss=-0.401, Synergy_Loewe=-4.97, Synergy_HSA=-4.31. (7) Drug 1: CC=C1C(=O)NC(C(=O)OC2CC(=O)NC(C(=O)NC(CSSCCC=C2)C(=O)N1)C(C)C)C(C)C. Cell line: PC-3. Drug 2: CCC1(CC2CC(C3=C(CCN(C2)C1)C4=CC=CC=C4N3)(C5=C(C=C6C(=C5)C78CCN9C7C(C=CC9)(C(C(C8N6C)(C(=O)OC)O)OC(=O)C)CC)OC)C(=O)OC)O.OS(=O)(=O)O. Synergy scores: CSS=18.0, Synergy_ZIP=-2.88, Synergy_Bliss=0.739, Synergy_Loewe=-9.33, Synergy_HSA=-0.111.